This data is from Forward reaction prediction with 1.9M reactions from USPTO patents (1976-2016). The task is: Predict the product of the given reaction. (1) Given the reactants [F:1][C:2]1[CH:3]=[C:4]([C:27]2[CH:32]=[CH:31][CH:30]=[CH:29][C:28]=2[C:33]2[NH:37][C:36](=[O:38])[O:35][N:34]=2)[CH:5]=[CH:6][C:7]=1[CH2:8][C:9]1[C:10](=[O:26])[N:11]([CH2:19][CH:20]([OH:25])[C:21]([CH3:24])([CH3:23])[CH3:22])[C:12]([CH3:18])=[N:13][C:14]=1[CH2:15][CH2:16][CH3:17].CC(OI1(OC(C)=O)(OC(C)=O)OC(=O)C2C1=CC=CC=2)=O.C(=O)([O-])O.[Na+].O.O.O.O.O.S([O-])([O-])(=O)=S.[Na+].[Na+], predict the reaction product. The product is: [CH3:23][C:21]([CH3:22])([CH3:24])[C:20](=[O:25])[CH2:19][N:11]1[C:10](=[O:26])[C:9]([CH2:8][C:7]2[CH:6]=[CH:5][C:4]([C:27]3[CH:32]=[CH:31][CH:30]=[CH:29][C:28]=3[C:33]3[NH:37][C:36](=[O:38])[O:35][N:34]=3)=[CH:3][C:2]=2[F:1])=[C:14]([CH2:15][CH2:16][CH3:17])[N:13]=[C:12]1[CH3:18]. (2) Given the reactants [Br:1][C:2]1[CH:3]=[C:4]2[C:8](=[CH:9][CH:10]=1)[N:7](S(C1C=CC=CC=1)(=O)=O)[C:6]([C:20]([O:22][CH2:23][CH3:24])=[O:21])=[C:5]2[S:25]([N:28]1[CH2:33][CH2:32][O:31][CH2:30][CH2:29]1)(=[O:27])=[O:26].[OH-].[Na+].C(OCC)(=O)C, predict the reaction product. The product is: [Br:1][C:2]1[CH:3]=[C:4]2[C:8](=[CH:9][CH:10]=1)[NH:7][C:6]([C:20]([O:22][CH2:23][CH3:24])=[O:21])=[C:5]2[S:25]([N:28]1[CH2:33][CH2:32][O:31][CH2:30][CH2:29]1)(=[O:26])=[O:27]. (3) Given the reactants [C:1]([O:5][C:6]([C:8]1[C:16]2[CH2:15][CH:14]([CH2:17][N:18]3C(=O)C4C(=CC=CC=4)C3=O)[O:13][CH2:12][C:11]=2[S:10][C:9]=1[NH2:29])=[O:7])([CH3:4])([CH3:3])[CH3:2].NN, predict the reaction product. The product is: [C:1]([O:5][C:6]([C:8]1[C:16]2[CH2:15][CH:14]([CH2:17][NH2:18])[O:13][CH2:12][C:11]=2[S:10][C:9]=1[NH2:29])=[O:7])([CH3:4])([CH3:2])[CH3:3]. (4) Given the reactants [CH2:1]([Mg]Br)[CH3:2].CON(C)[C:8]([C:10]1[CH:11]=[N:12][N:13]([CH2:15][C:16]2[CH:21]=[CH:20][C:19]([O:22][CH3:23])=[CH:18][CH:17]=2)[CH:14]=1)=[O:9], predict the reaction product. The product is: [CH3:23][O:22][C:19]1[CH:18]=[CH:17][C:16]([CH2:15][N:13]2[CH:14]=[C:10]([C:8](=[O:9])[CH2:1][CH3:2])[CH:11]=[N:12]2)=[CH:21][CH:20]=1.